Dataset: Peptide-MHC class I binding affinity with 185,985 pairs from IEDB/IMGT. Task: Regression. Given a peptide amino acid sequence and an MHC pseudo amino acid sequence, predict their binding affinity value. This is MHC class I binding data. (1) The MHC is HLA-A68:01 with pseudo-sequence HLA-A68:01. The peptide sequence is KLVGINMSKK. The binding affinity (normalized) is 0.317. (2) The MHC is HLA-A30:01 with pseudo-sequence HLA-A30:01. The binding affinity (normalized) is 0.536. The peptide sequence is AAMISLAKK. (3) The binding affinity (normalized) is 0. The MHC is HLA-A31:01 with pseudo-sequence HLA-A31:01. The peptide sequence is IFEPEKDIR. (4) The peptide sequence is KSFFWFNEV. The MHC is HLA-A02:03 with pseudo-sequence HLA-A02:03. The binding affinity (normalized) is 0.484. (5) The peptide sequence is EGFDPRALI. The MHC is HLA-A26:01 with pseudo-sequence HLA-A26:01. The binding affinity (normalized) is 0.0847. (6) The peptide sequence is MMILPAALAF. The MHC is HLA-B15:01 with pseudo-sequence HLA-B15:01. The binding affinity (normalized) is 0.919. (7) The peptide sequence is LSEMLNKEY. The MHC is HLA-A32:01 with pseudo-sequence HLA-A32:01. The binding affinity (normalized) is 0. (8) The peptide sequence is EIKSLFNTI. The MHC is HLA-A30:01 with pseudo-sequence HLA-A30:01. The binding affinity (normalized) is 0.0847. (9) The peptide sequence is SYFVASFRLF. The MHC is HLA-A24:02 with pseudo-sequence HLA-A24:02. The binding affinity (normalized) is 1.00. (10) The peptide sequence is LQKIPLQWF. The MHC is HLA-A03:01 with pseudo-sequence HLA-A03:01. The binding affinity (normalized) is 0.0847.